Dataset: Experimentally validated miRNA-target interactions with 360,000+ pairs, plus equal number of negative samples. Task: Binary Classification. Given a miRNA mature sequence and a target amino acid sequence, predict their likelihood of interaction. The miRNA is hsa-miR-190a-3p with sequence CUAUAUAUCAAACAUAUUCCU. The protein sequence of the target gene is MVSWMISRAVVLVFGMLYPAYYSYKAVKTKNVKEYVRWMMYWIVFALYTVIETVADQTVAWFPLYYELKIAFVIWLLSPYTKGASLIYRKFLHPLLSSKEREIDDYIVQAKERGYETMVNFGRQGLNLAATAAVTAAVKSQGAITERLRSFSMHDLTTIQGDEPVGQRPYQPLPEAKKKSKPAPSESAGYGIPLKDGDEKTDEEAEGPYSDNEMLTHKGLRRSQSMKSVKTTKGRKEVRYGSLKYKVKKRPQVYF. Result: 1 (interaction).